Dataset: Full USPTO retrosynthesis dataset with 1.9M reactions from patents (1976-2016). Task: Predict the reactants needed to synthesize the given product. (1) Given the product [CH2:1]([O:4][N:5]1[C:24](=[O:27])[N:8]2[CH2:7][C@H:6]1[C:11]([C:12]([CH3:14])=[CH2:13])=[CH:10][C@H:9]2[CH2:15][O:16][Si:17]([C:20]([CH3:23])([CH3:22])[CH3:21])([CH3:19])[CH3:18])[CH:2]=[CH2:3], predict the reactants needed to synthesize it. The reactants are: [CH2:1]([O:4][NH:5][C@@H:6]1[C:11]([C:12]([CH3:14])=[CH2:13])=[CH:10][C@@H:9]([CH2:15][O:16][Si:17]([C:20]([CH3:23])([CH3:22])[CH3:21])([CH3:19])[CH3:18])[NH:8][CH2:7]1)[CH:2]=[CH2:3].[CH2:24]([O:27]N1C(=O)N2C[C@H]1C(C)=C[C@H]2C(N)=O)C=C. (2) Given the product [Br:1][C:2]1[C:10]2[C:9]([NH:17][CH2:18][C:19]3[CH:24]=[CH:23][CH:22]=[CH:21][N:20]=3)=[N:8][C:7]([Cl:12])=[N:6][C:5]=2[S:4][C:3]=1[CH3:13], predict the reactants needed to synthesize it. The reactants are: [Br:1][C:2]1[C:10]2[C:9](Cl)=[N:8][C:7]([Cl:12])=[N:6][C:5]=2[S:4][C:3]=1[CH3:13].C(O)C.[NH2:17][CH2:18][C:19]1[CH:24]=[CH:23][CH:22]=[CH:21][N:20]=1.C(N(CC)CC)C. (3) Given the product [CH2:1]([O:3][C:4]([C:6]1([C:9]2[CH:14]=[CH:13][C:12]([C:15]3[CH:20]=[CH:19][C:18]([C:21]4[O:25][N:24]=[C:23]([CH3:26])[C:22]=4[CH2:27][CH2:28][C:29](=[O:31])[N:32]4[CH2:36][CH2:35][CH2:34][CH2:33]4)=[CH:17][CH:16]=3)=[CH:11][CH:10]=2)[CH2:7][CH2:8]1)=[O:5])[CH3:2], predict the reactants needed to synthesize it. The reactants are: [CH2:1]([O:3][C:4]([C:6]1([C:9]2[CH:14]=[CH:13][C:12]([C:15]3[CH:20]=[CH:19][C:18]([C:21]4[O:25][N:24]=[C:23]([CH3:26])[C:22]=4[CH2:27][CH2:28][C:29]([OH:31])=O)=[CH:17][CH:16]=3)=[CH:11][CH:10]=2)[CH2:8][CH2:7]1)=[O:5])[CH3:2].[NH:32]1[CH2:36][CH2:35][CH2:34][CH2:33]1. (4) Given the product [O:1]1[C:5]2[CH:6]=[CH:7][CH:8]=[CH:9][C:4]=2[CH:3]=[C:2]1[C:10]([NH:12][C:13]1([C:19]([NH:21][CH:22]2[CH2:27][CH2:26][N:25]([C:28]3[CH:33]=[CH:32][C:31]([F:34])=[CH:30][C:29]=3[C:35]([F:37])([F:38])[F:36])[CH2:24][C:23]2=[O:39])=[O:20])[CH2:18][CH2:17][CH2:16][CH2:15][CH2:14]1)=[O:11], predict the reactants needed to synthesize it. The reactants are: [O:1]1[C:5]2[CH:6]=[CH:7][CH:8]=[CH:9][C:4]=2[CH:3]=[C:2]1[C:10]([NH:12][C:13]1([C:19]([NH:21][CH:22]2[CH2:27][CH2:26][N:25]([C:28]3[CH:33]=[CH:32][C:31]([F:34])=[CH:30][C:29]=3[C:35]([F:38])([F:37])[F:36])[CH2:24][CH:23]2[OH:39])=[O:20])[CH2:18][CH2:17][CH2:16][CH2:15][CH2:14]1)=[O:11].C(N(CC)CC)C. (5) Given the product [CH3:3][C:2]1[NH:1][C:6]([C:7]2[CH:12]=[CH:11][CH:10]=[CH:9][C:8]=2[N+:13]([O-:15])=[O:14])=[N:5][N:4]=1, predict the reactants needed to synthesize it. The reactants are: [NH:1]=[C:2]([NH:4][NH:5][C:6](=O)[C:7]1[CH:12]=[CH:11][CH:10]=[CH:9][C:8]=1[N+:13]([O-:15])=[O:14])[CH3:3]. (6) The reactants are: ClC1C=C(C=CC=1)C(OO)=[O:6].[C:12]([O:16][C:17](=[O:30])[C@@H:18]([NH:22][C:23]([O:25][C:26]([CH3:29])([CH3:28])[CH3:27])=[O:24])[CH2:19][CH:20]=[CH2:21])([CH3:15])([CH3:14])[CH3:13]. Given the product [C:12]([O:16][C:17](=[O:30])[C@@H:18]([NH:22][C:23]([O:25][C:26]([CH3:29])([CH3:28])[CH3:27])=[O:24])[CH2:19][CH:20]1[CH2:21][O:6]1)([CH3:15])([CH3:13])[CH3:14], predict the reactants needed to synthesize it.